This data is from Catalyst prediction with 721,799 reactions and 888 catalyst types from USPTO. The task is: Predict which catalyst facilitates the given reaction. (1) Reactant: C([S:4][C@H:5]1[CH2:9][CH2:8][N:7]([C:10]([O:12][C:13]([CH3:16])([CH3:15])[CH3:14])=[O:11])[CH2:6]1)(=O)C.C(=O)([O-])[O-].[K+].[K+].C(O)(=O)CC(CC(O)=O)(C(O)=O)O. Product: [SH:4][C@H:5]1[CH2:9][CH2:8][N:7]([C:10]([O:12][C:13]([CH3:16])([CH3:15])[CH3:14])=[O:11])[CH2:6]1. The catalyst class is: 5. (2) Reactant: [CH:1]1(/[CH:6]=[C:7](\[C:20]2[CH:25]=[CH:24][C:23]([S:26]([CH:29]3[CH2:31][CH2:30]3)(=[O:28])=[O:27])=[CH:22][CH:21]=2)/[C:8]([NH:10][C:11]2[S:12][CH:13]=[C:14]([CH:16]([OH:19])[CH2:17][OH:18])[N:15]=2)=[O:9])[CH2:5][CH2:4][CH2:3][CH2:2]1.[C:32](N1C=CN=C1)(N1C=CN=C1)=[O:33]. Product: [CH:1]1(/[CH:6]=[C:7](\[C:20]2[CH:25]=[CH:24][C:23]([S:26]([CH:29]3[CH2:31][CH2:30]3)(=[O:28])=[O:27])=[CH:22][CH:21]=2)/[C:8]([NH:10][C:11]2[S:12][CH:13]=[C:14]([CH:16]3[CH2:17][O:18][C:32](=[O:33])[O:19]3)[N:15]=2)=[O:9])[CH2:5][CH2:4][CH2:3][CH2:2]1. The catalyst class is: 1. (3) Reactant: [CH3:1][C:2]([CH3:32])([CH3:31])[C:3](=[O:30])[CH2:4][O:5][C:6]1[CH:11]=[CH:10][C:9]([C:12]([C:17]2[S:21][C:20]3[CH:22]=[CH:23][C:24]([C:26](O)=[O:27])=[CH:25][C:19]=3[CH:18]=2)([CH2:15][CH3:16])[CH2:13][CH3:14])=[CH:8][C:7]=1[CH3:29].C1C=CC2N(O)N=NC=2C=1.C(Cl)CCl.[CH3:47][NH:48][CH3:49]. Product: [CH3:47][N:48]([CH3:49])[C:26]([C:24]1[CH:23]=[CH:22][C:20]2[S:21][C:17]([C:12]([C:9]3[CH:10]=[CH:11][C:6]([O:5][CH2:4][C:3](=[O:30])[C:2]([CH3:32])([CH3:31])[CH3:1])=[C:7]([CH3:29])[CH:8]=3)([CH2:15][CH3:16])[CH2:13][CH3:14])=[CH:18][C:19]=2[CH:25]=1)=[O:27]. The catalyst class is: 624. (4) Reactant: [N:1]1([C:6](=[O:14])[C:7]([N:9]2[CH:13]=[CH:12]N=C2)=[O:8])[CH:5]=[CH:4][N:3]=[CH:2]1.[Br:15]C1C(N)=C(N)C=CN=1. Product: [Br:15][C:4]1[C:5]2[NH:1][C:6](=[O:14])[C:7](=[O:8])[NH:9][C:13]=2[CH:12]=[CH:2][N:3]=1. The catalyst class is: 3. (5) Reactant: [C:1]([OH:7])([C:3]([F:6])([F:5])[F:4])=[O:2].O.C(OC([N:16]1[CH2:19][CH2:18][C@H:17]1[CH2:20][O:21][C:22]1[CH:23]=[C:24]([C:28]2[CH:33]=[CH:32][CH:31]=[CH:30][C:29]=2[CH2:34][CH2:35][CH2:36][OH:37])[CH:25]=[N:26][CH:27]=1)=O)(C)(C)C. Product: [F:4][C:3]([F:6])([F:5])[C:1]([OH:7])=[O:2].[NH:16]1[CH2:19][CH2:18][C@H:17]1[CH2:20][O:21][C:22]1[CH:23]=[C:24]([C:28]2[CH:33]=[CH:32][CH:31]=[CH:30][C:29]=2[CH2:34][CH2:35][CH2:36][OH:37])[CH:25]=[N:26][CH:27]=1. The catalyst class is: 2.